This data is from Retrosynthesis with 50K atom-mapped reactions and 10 reaction types from USPTO. The task is: Predict the reactants needed to synthesize the given product. (1) Given the product NC1CCC(=O)c2sccc21, predict the reactants needed to synthesize it. The reactants are: CC(=O)NC1CCC(=O)c2sccc21. (2) Given the product CS(=O)(=O)c1ccc2c(c1)[nH]c(=O)n2C1CCN(CC(=O)C2CCC(C(F)(F)F)CC2)CC1, predict the reactants needed to synthesize it. The reactants are: CS(=O)(=O)c1ccc2c(c1)[nH]c(=O)n2C1CCNCC1.O=C(CCl)C1CCC(C(F)(F)F)CC1. (3) Given the product COC(=O)c1ccc(NS(=O)(=O)c2cc(F)c(Br)cc2F)cc1O, predict the reactants needed to synthesize it. The reactants are: COC(=O)c1ccc(N)cc1O.O=S(=O)(Cl)c1cc(F)c(Br)cc1F. (4) Given the product O=Cc1ccc(OCCCO)cc1, predict the reactants needed to synthesize it. The reactants are: OCCCOc1ccc(CO)cc1. (5) The reactants are: CCC(=O)Cl.Nc1cccc2c1-c1ccccc1C2=O. Given the product CCC(=O)Nc1cccc2c1-c1ccccc1C2=O, predict the reactants needed to synthesize it.